Dataset: Reaction yield outcomes from USPTO patents with 853,638 reactions. Task: Predict the reaction yield, written as a fraction of the theoretical maximum amount of product (1.0 means a 100% yield; for example, 0.34 means a 34% yield). (1) The reactants are [C:1]([CH:3]=[C:4]([C:15]1[CH:16]=[CH:17][C:18]([O:25][CH3:26])=[C:19]([NH:21][C:22](=[O:24])[CH3:23])[CH:20]=1)[C:5]1[CH:10]=[CH:9][C:8]([O:11][CH3:12])=[C:7]([O:13][CH3:14])[CH:6]=1)#[N:2].N[C:28]1C=C(C(C2C=CC(OC)=C(OCC)C=2)=CC#N)C=CC=1OC.C(Cl)(=O)C. The catalyst is CCCCCC. The product is [C:1]([CH:3]=[C:4]([C:15]1[CH:16]=[CH:17][C:18]([O:25][CH3:26])=[C:19]([NH:21][C:22](=[O:24])[CH3:23])[CH:20]=1)[C:5]1[CH:10]=[CH:9][C:8]([O:11][CH3:12])=[C:7]([O:13][CH2:14][CH3:28])[CH:6]=1)#[N:2]. The yield is 0.410. (2) The reactants are [F:1][C:2]1[CH:3]=[C:4]2[C:8](=[CH:9][CH:10]=1)[NH:7][C:6](=[O:11])[C:5]2=[CH:12][C:13]1[CH:14]=[C:15]([CH:29]=[CH:30][CH:31]=1)[C:16]([NH:18][CH2:19][CH2:20][CH2:21][CH2:22][CH2:23][CH2:24][CH2:25][C:26]([OH:28])=O)=[O:17].Cl.C(N=C=NCCCN(C)C)C.O[C:45]1[C:53]2[N:52]=N[NH:50][C:49]=2[CH:48]=[CH:47][CH:46]=1.C(N(CC)CC)C.C1(N)C=CC=CC=1N. The catalyst is [Cl-].[Na+].O.CN(C=O)C. The product is [F:1][C:2]1[CH:3]=[C:4]2[C:8](=[CH:9][CH:10]=1)[NH:7][C:6](=[O:11])[C:5]2=[CH:12][C:13]1[CH:14]=[C:15]([CH:29]=[CH:30][CH:31]=1)[C:16]([NH:18][CH2:19][CH2:20][CH2:21][CH2:22][CH2:23][CH2:24][CH2:25][C:26]([NH:50][C:49]1[CH:48]=[CH:47][CH:46]=[CH:45][C:53]=1[NH2:52])=[O:28])=[O:17]. The yield is 0.830. (3) The reactants are [CH2:1]([O:3][C:4]([C@H:6]1[CH2:10][C:9](=[CH2:11])[CH2:8][C@@H:7]1[C:12]([OH:14])=O)=[O:5])[CH3:2].[NH2:15][C:16]1[CH:21]=[CH:20][C:19]([Cl:22])=[CH:18][N:17]=1. No catalyst specified. The product is [CH2:1]([O:3][C:4]([C@H:6]1[CH2:10][C:9](=[CH2:11])[CH2:8][C@@H:7]1[C:12](=[O:14])[NH:15][C:16]1[CH:21]=[CH:20][C:19]([Cl:22])=[CH:18][N:17]=1)=[O:5])[CH3:2]. The yield is 0.480. (4) The reactants are [OH:1][CH:2]([C:19]1[CH:20]=[C:21]2[C:26](=[CH:27][CH:28]=1)[NH:25][C:24](=[O:29])[CH2:23][CH2:22]2)[CH2:3][N:4]1[CH2:9][CH2:8][C:7]([OH:18])([C:10]2[CH:15]=[CH:14][CH:13]=[C:12]([O:16][CH3:17])[CH:11]=2)[CH2:6][CH2:5]1.[ClH:30].C(OC(=O)C)C. The catalyst is CO. The product is [ClH:30].[OH:1][CH:2]([C:19]1[CH:20]=[C:21]2[C:26](=[CH:27][CH:28]=1)[NH:25][C:24](=[O:29])[CH2:23][CH2:22]2)[CH2:3][N:4]1[CH2:9][CH2:8][C:7]([OH:18])([C:10]2[CH:15]=[CH:14][CH:13]=[C:12]([O:16][CH3:17])[CH:11]=2)[CH2:6][CH2:5]1. The yield is 0.920. (5) The reactants are [CH2:1]([N:3]1[C:11]2[C:6](=[CH:7][CH:8]=[C:9]([O:12][CH3:13])[CH:10]=2)[C:5]([C:14]#[N:15])=[C:4]1[C:16]1[CH:17]=[CH:18][C:19]2[O:24][CH2:23][C:22](=[O:25])[NH:21][C:20]=2[CH:26]=1)[CH3:2].[H-].[Na+].[CH3:29]I. The catalyst is C1COCC1. The product is [CH2:1]([N:3]1[C:11]2[C:6](=[CH:7][CH:8]=[C:9]([O:12][CH3:13])[CH:10]=2)[C:5]([C:14]#[N:15])=[C:4]1[C:16]1[CH:17]=[CH:18][C:19]2[O:24][CH2:23][C:22](=[O:25])[N:21]([CH3:29])[C:20]=2[CH:26]=1)[CH3:2]. The yield is 0.760. (6) The reactants are C[N:2]([CH:4]=[N:5][C:6](=[O:18])[C:7]1[CH:12]=[C:11]([CH2:13][CH3:14])[C:10]([O:15][CH3:16])=[N:9][C:8]=1[CH3:17])C.Cl.NO.[OH-].[Na+].C(O)(=O)C. The catalyst is O1CCOCC1.O. The product is [CH2:13]([C:11]1[C:10]([O:15][CH3:16])=[N:9][C:8]([CH3:17])=[C:7]([C:6]2[O:18][N:2]=[CH:4][N:5]=2)[CH:12]=1)[CH3:14]. The yield is 0.560. (7) The reactants are [CH3:1][CH:2]([CH2:5][C:6]([F:9])([F:8])[F:7])[CH2:3][OH:4].CC(OI1(OC(C)=O)(OC(C)=O)OC(=O)C2C=CC=CC1=2)=O.[O-]S([O-])(=S)=O.[Na+].[Na+].C(=O)(O)[O-].[Na+]. The catalyst is C(Cl)Cl.O.C(OCC)C. The product is [CH3:1][CH:2]([CH2:5][C:6]([F:9])([F:8])[F:7])[CH:3]=[O:4]. The yield is 0.880.